Dataset: Reaction yield outcomes from USPTO patents with 853,638 reactions. Task: Predict the reaction yield, written as a fraction of the theoretical maximum amount of product (1.0 means a 100% yield; for example, 0.34 means a 34% yield). (1) The reactants are Cl[C:2]1[C:3]([C:12]([F:15])([F:14])[F:13])=[CH:4][C:5]([N+:9]([O-:11])=[O:10])=[C:6]([NH2:8])[CH:7]=1.CN(C=O)C.[CH3:21][S-:22].[Na+].O. The catalyst is [Cl-].[Na+].O. The product is [CH3:21][S:22][C:2]1[C:3]([C:12]([F:15])([F:14])[F:13])=[CH:4][C:5]([N+:9]([O-:11])=[O:10])=[C:6]([NH2:8])[CH:7]=1. The yield is 0.950. (2) The product is [CH3:13][O:12][C:9]1[CH:8]=[C:7]2[C:6]([C:4](=[O:5])[CH2:3][CH:2]([C:15]3[S:16][CH:17]=[C:18]([C:20]([O:22][CH2:23][CH3:24])=[O:21])[N:19]=3)[O:14]2)=[CH:11][CH:10]=1. The catalyst is O1CCCC1. The yield is 0.416. The reactants are O[CH:2]([C:15]1[S:16][CH:17]=[C:18]([C:20]([O:22][CH2:23][CH3:24])=[O:21])[N:19]=1)[CH2:3][C:4]([C:6]1[CH:11]=[CH:10][C:9]([O:12][CH3:13])=[CH:8][C:7]=1[OH:14])=[O:5].C1(P(C2C=CC=CC=2)C2C=CC=CC=2)C=CC=CC=1.N(C(OCC)=O)=NC(OCC)=O.C1(C)C=CC=CC=1. (3) The reactants are [O:1]1[CH2:6][CH2:5][O:4][C:3]2[CH:7]=[C:8]([N:11]3[C:20]4[C:15](=[CH:16][CH:17]=[CH:18][CH:19]=4)[N:14]=[C:13]([C:21](Cl)=[O:22])[C:12]3=[O:24])[CH:9]=[CH:10][C:2]1=2.[C:25]1(=[O:32])[CH2:30][CH2:29][CH2:28][C:27](=[O:31])[CH2:26]1.C(N(CC)CC)C.CC(C)(O)C#N.[OH-].[Na+]. The catalyst is ClCCl.O. The product is [O:1]1[CH2:6][CH2:5][O:4][C:3]2[CH:7]=[C:8]([N:11]3[C:20]4[C:15](=[CH:16][CH:17]=[CH:18][CH:19]=4)[N:14]=[C:13]([C:21]([C:26]4[C:27](=[O:31])[CH2:28][CH2:29][CH2:30][C:25]=4[OH:32])=[O:22])[C:12]3=[O:24])[CH:9]=[CH:10][C:2]1=2. The yield is 0.400. (4) The yield is 0.660. The catalyst is O1CCOCC1. The reactants are C([O:3][C:4](=[O:36])[CH:5]([O:33][CH2:34][CH3:35])[CH2:6][C:7]1[CH:15]=[CH:14][CH:13]=[C:12]2[C:8]=1[CH:9]=[CH:10][N:11]2[CH2:16][C:17]1[N:18]=[C:19]([C:23]2[CH:28]=[C:27]([O:29][CH3:30])[CH:26]=[C:25]([O:31][CH3:32])[CH:24]=2)[O:20][C:21]=1[CH3:22])C.[Li+].[OH-].Cl. The product is [CH3:30][O:29][C:27]1[CH:28]=[C:23]([C:19]2[O:20][C:21]([CH3:22])=[C:17]([CH2:16][N:11]3[C:12]4[C:8](=[C:7]([CH2:6][CH:5]([O:33][CH2:34][CH3:35])[C:4]([OH:36])=[O:3])[CH:15]=[CH:14][CH:13]=4)[CH:9]=[CH:10]3)[N:18]=2)[CH:24]=[C:25]([O:31][CH3:32])[CH:26]=1. (5) The reactants are [C:1]([O:5][C:6]([NH:8][C@H:9]1[CH2:15][CH2:14][S:13][C@H:12]2[CH2:16][CH2:17][CH2:18][C@@H:19]([C:20](O)=[O:21])[N:11]2[C:10]1=[O:23])=[O:7])([CH3:4])([CH3:3])[CH3:2].CN1CCOCC1.C(Cl)(=O)OCC(C)C.[NH2:39][NH2:40]. The catalyst is C(Cl)Cl.CCOC(C)=O. The product is [NH:39]([C:20]([C@H:19]1[N:11]2[C@@H:12]([S:13][CH2:14][CH2:15][C@H:9]([NH:8][C:6](=[O:7])[O:5][C:1]([CH3:2])([CH3:3])[CH3:4])[C:10]2=[O:23])[CH2:16][CH2:17][CH2:18]1)=[O:21])[NH2:40]. The yield is 0.990. (6) The reactants are Br[C:2]1[C:11](=[O:12])[C:10]2[C:5](=[CH:6][CH:7]=[CH:8][CH:9]=2)[O:4][CH:3]=1.C([O-])([O-])=O.[K+].[K+].[CH3:19][O:20][C:21]1[CH:22]=[C:23](B(O)O)[CH:24]=[CH:25][CH:26]=1. The catalyst is Cl[Pd](Cl)([P](C1C=CC=CC=1)(C1C=CC=CC=1)C1C=CC=CC=1)[P](C1C=CC=CC=1)(C1C=CC=CC=1)C1C=CC=CC=1. The product is [CH3:19][O:20][C:21]1[CH:26]=[C:25]([CH:24]=[CH:23][CH:22]=1)[C:2]1[C:11](=[O:12])[C:10]2[C:5](=[CH:6][CH:7]=[CH:8][CH:9]=2)[O:4][CH:3]=1. The yield is 0.510. (7) The reactants are [H-].[Na+].[Cl:3][C:4]1[CH:9]=[CH:8][C:7]([N:10]2[C:18]([NH:19][CH:20]3[CH2:25][CH2:24][CH2:23]C[CH2:21]3)=[C:17]3[C:12]([CH:13]=[CH:14][CH:15]=[CH:16]3)=[N:11]2)=[CH:6][CH:5]=1.[N:26]([CH:29]1[CH2:33][CH2:32][CH2:31][CH2:30]1)=[C:27]=[O:28]. The yield is 0.210. The catalyst is CN(C=O)C.[Cl-].[Na+].O. The product is [Cl:3][C:4]1[CH:5]=[CH:6][C:7]([N:10]2[C:18]([N:19]([CH:20]3[CH2:25][CH2:24][CH2:23][CH2:21]3)[C:27]([NH:26][CH:29]3[CH2:33][CH2:32][CH2:31][CH2:30]3)=[O:28])=[C:17]3[C:12]([CH:13]=[CH:14][CH:15]=[CH:16]3)=[N:11]2)=[CH:8][CH:9]=1.